From a dataset of Experimentally validated miRNA-target interactions with 360,000+ pairs, plus equal number of negative samples. Binary Classification. Given a miRNA mature sequence and a target amino acid sequence, predict their likelihood of interaction. The miRNA is mmu-miR-329-3p with sequence AACACACCCAGCUAACCUUUUU. The protein sequence of the target gene is MAVAVGRPSNEELRNLSLSGHVGFDSLPDQLVNKSTSQGFCFNILCVGETGIGKSTLMDTLFNTKFESDPATHNEPGVRLKARSYELQESNVRLKLTIVDTVGFGDQINKDDSYKPIVEYIDAQFEAYLQEELKIKRSLFNYHDTRIHACLYFIAPTGHSLKSLDLVTMKKLDSKVNIIPIIAKADTIAKNELHKFKSKIMSELVSNGVQIYQFPTDEETVAEINATMSVHLPFAVVGSTEEVKIGNKMAKARQYPWGVVQVENENHCDFVKLREMLIRVNMEDLREQTHTRHYELYRRC.... Result: 1 (interaction).